From a dataset of Catalyst prediction with 721,799 reactions and 888 catalyst types from USPTO. Predict which catalyst facilitates the given reaction. (1) Reactant: Cl[C:2]1[N:7]=[C:6]([NH2:8])[CH:5]=[CH:4][C:3]=1[CH3:9].[CH3:10][O:11][C:12]1[N:17]=[CH:16][C:15](B(O)O)=[CH:14][C:13]=1[CH3:21].C([O-])([O-])=O.[Na+].[Na+]. Product: [CH3:10][O:11][C:12]1[N:17]=[CH:16][C:15]([C:2]2[C:3]([CH3:9])=[CH:4][CH:5]=[C:6]([NH2:8])[N:7]=2)=[CH:14][C:13]=1[CH3:21]. The catalyst class is: 276. (2) The catalyst class is: 7. Product: [Cl:1][CH2:2][C:3]([NH:7][CH:8]1[CH2:17][CH2:16][C:15]2[C:10](=[CH:11][CH:12]=[CH:13][CH:14]=2)[C:9]1=[O:18])=[O:4]. Reactant: [Cl:1][CH2:2][C:3](Cl)=[O:4].Cl.[NH2:7][CH:8]1[CH2:17][CH2:16][C:15]2[C:10](=[CH:11][CH:12]=[CH:13][CH:14]=2)[C:9]1=[O:18].C(N(CC)CC)C.